Dataset: Full USPTO retrosynthesis dataset with 1.9M reactions from patents (1976-2016). Task: Predict the reactants needed to synthesize the given product. (1) Given the product [Cl:1][C:2]1[CH:3]=[CH:4][C:5]([C:6]2[O:7][C:16]3[CH:21]=[CH:20][C:19]([OH:22])=[CH:18][C:17]=3[C:8]=2[C:9]([O:11][CH2:12][CH3:13])=[O:10])=[CH:14][CH:15]=1, predict the reactants needed to synthesize it. The reactants are: [Cl:1][C:2]1[CH:15]=[CH:14][C:5]([C:6]([CH2:8][C:9]([O:11][CH2:12][CH3:13])=[O:10])=[O:7])=[CH:4][CH:3]=1.[C:16]1(=O)[CH:21]=[CH:20][C:19](=[O:22])[CH:18]=[CH:17]1. (2) Given the product [CH2:30]([O:29][P:28]([CH2:2][C:3]1[CH:8]=[CH:7][C:6]([C:9]([C:11]2[N:19]3[C:14]([CH:15]=[C:16]([C:20]([O:22][CH:23]([CH3:25])[CH3:24])=[O:21])[CH:17]=[CH:18]3)=[CH:13][C:12]=2[CH2:26][CH3:27])=[O:10])=[CH:5][CH:4]=1)([O:32][CH2:33][CH3:34])=[O:35])[CH3:31], predict the reactants needed to synthesize it. The reactants are: Cl[CH2:2][C:3]1[CH:8]=[CH:7][C:6]([C:9]([C:11]2[N:19]3[C:14]([CH:15]=[C:16]([C:20]([O:22][CH:23]([CH3:25])[CH3:24])=[O:21])[CH:17]=[CH:18]3)=[CH:13][C:12]=2[CH2:26][CH3:27])=[O:10])=[CH:5][CH:4]=1.[P:28]([O:35]CC)([O:32][CH2:33][CH3:34])[O:29][CH2:30][CH3:31].